This data is from CYP1A2 inhibition data for predicting drug metabolism from PubChem BioAssay. The task is: Regression/Classification. Given a drug SMILES string, predict its absorption, distribution, metabolism, or excretion properties. Task type varies by dataset: regression for continuous measurements (e.g., permeability, clearance, half-life) or binary classification for categorical outcomes (e.g., BBB penetration, CYP inhibition). Dataset: cyp1a2_veith. (1) The drug is Cc1ccc(C(=O)COC(=O)c2ccc3c(c2)C(=O)N(c2cccc4ncccc24)C3=O)cc1C. The result is 0 (non-inhibitor). (2) The drug is O=C1Nc2cc(Cl)c(Cl)cc2N(O)N1c1ccc(Cl)c(Cl)c1. The result is 0 (non-inhibitor). (3) The result is 0 (non-inhibitor). The drug is Cc1cc2c(nc1C)CCCN2C[C@H](C)O/N=C1\[C@@H]2CCn3c(=O)n(-c4ccccc4)c(=O)n3[C@H]2[C@H](O)[C@H]2O[C@H]12. (4) The molecule is COc1ccc2oc(-c3ccc(C)c(NC(=O)CSc4ccc(Cl)cc4)c3)nc2c1. The result is 1 (inhibitor). (5) The molecule is FC(F)(F)c1cc(-c2ccco2)nc(NCc2cccs2)n1. The result is 1 (inhibitor).